From a dataset of NCI-60 drug combinations with 297,098 pairs across 59 cell lines. Regression. Given two drug SMILES strings and cell line genomic features, predict the synergy score measuring deviation from expected non-interaction effect. (1) Drug 1: CS(=O)(=O)OCCCCOS(=O)(=O)C. Drug 2: CC1C(C(CC(O1)OC2CC(CC3=C2C(=C4C(=C3O)C(=O)C5=C(C4=O)C(=CC=C5)OC)O)(C(=O)CO)O)N)O.Cl. Cell line: OVCAR-4. Synergy scores: CSS=32.8, Synergy_ZIP=3.19, Synergy_Bliss=4.28, Synergy_Loewe=-18.3, Synergy_HSA=3.50. (2) Cell line: HT29. Drug 1: CNC(=O)C1=CC=CC=C1SC2=CC3=C(C=C2)C(=NN3)C=CC4=CC=CC=N4. Drug 2: C1=C(C(=O)NC(=O)N1)N(CCCl)CCCl. Synergy scores: CSS=8.46, Synergy_ZIP=-5.01, Synergy_Bliss=0.310, Synergy_Loewe=-2.10, Synergy_HSA=-1.18. (3) Drug 1: CC12CCC(CC1=CCC3C2CCC4(C3CC=C4C5=CN=CC=C5)C)O. Drug 2: CCC1(CC2CC(C3=C(CCN(C2)C1)C4=CC=CC=C4N3)(C5=C(C=C6C(=C5)C78CCN9C7C(C=CC9)(C(C(C8N6C)(C(=O)OC)O)OC(=O)C)CC)OC)C(=O)OC)O.OS(=O)(=O)O. Cell line: T-47D. Synergy scores: CSS=36.7, Synergy_ZIP=2.68, Synergy_Bliss=6.20, Synergy_Loewe=-11.8, Synergy_HSA=6.15. (4) Drug 1: CC(C1=C(C=CC(=C1Cl)F)Cl)OC2=C(N=CC(=C2)C3=CN(N=C3)C4CCNCC4)N. Drug 2: C1=CC(=CC=C1CCC2=CNC3=C2C(=O)NC(=N3)N)C(=O)NC(CCC(=O)O)C(=O)O. Cell line: BT-549. Synergy scores: CSS=21.9, Synergy_ZIP=14.1, Synergy_Bliss=14.9, Synergy_Loewe=6.22, Synergy_HSA=11.2. (5) Synergy scores: CSS=27.3, Synergy_ZIP=-4.28, Synergy_Bliss=-6.20, Synergy_Loewe=-24.1, Synergy_HSA=-4.42. Cell line: HCC-2998. Drug 1: CCC1(C2=C(COC1=O)C(=O)N3CC4=CC5=C(C=CC(=C5CN(C)C)O)N=C4C3=C2)O.Cl. Drug 2: C(CCl)NC(=O)N(CCCl)N=O.